Task: Binary Classification. Given a miRNA mature sequence and a target amino acid sequence, predict their likelihood of interaction.. Dataset: Experimentally validated miRNA-target interactions with 360,000+ pairs, plus equal number of negative samples The miRNA is mmu-miR-5122 with sequence CCGCGGGACCCGGGGCUGUG. The protein sequence of the target gene is MNLKVLLLLLGLSFLTVFALVYVLLTRQGSFSQSPRCPSIPPRIHPWTHPSQSQLFADLTPEELTAVMSFLTKHLGPGLVDAAQARPSDNCVFSVELQLPAKAAALAHLDRGGPPPVREALAIIFFGGQPKPNVSELVVGPLPHPSYMRDVTVERHGGPLPYYRRPMQKTEFVQIWRHLKEVELPKAPTFLASVLNYNGSTLAPLHSTASGFHAGDRATWIALYHNISGLGVFLHPVGLELLLDHGALDPADWVVQQVFYLGHYYADLAQLEWEFKVGRLEVIRVPLPTPGGASSLRPRV.... Result: 0 (no interaction).